From a dataset of Forward reaction prediction with 1.9M reactions from USPTO patents (1976-2016). Predict the product of the given reaction. (1) Given the reactants [Br:1][C:2]1[CH:11]=[CH:10][C:9]([S:12](=[O:27])(=[O:26])[N:13]([C:18]2[CH:23]=[CH:22][C:21]([CH2:24][CH3:25])=[CH:20][CH:19]=2)[CH2:14][CH:15]([CH3:17])[CH3:16])=[CH:8][C:3]=1[C:4]([O:6]C)=[O:5].C(OCCCC)=C.C1(P(C2C=CC=CC=2)C2C=CC=CC=2)C=CC=CC=1.C(N(CC)CC)C.Cl, predict the reaction product. The product is: [Br:1][C:2]1[CH:11]=[CH:10][C:9]([S:12](=[O:26])(=[O:27])[N:13]([C:18]2[CH:19]=[CH:20][C:21]([CH2:24][CH3:25])=[CH:22][CH:23]=2)[CH2:14][CH:15]([CH3:16])[CH3:17])=[CH:8][C:3]=1[C:4]([OH:6])=[O:5]. (2) Given the reactants [Cl:1][C:2]1[CH:11]=[CH:10][N:9]=[C:8]2[C:3]=1[CH2:4][CH2:5][CH2:6][NH:7]2.[Br:12]N1C(=O)CCC1=O, predict the reaction product. The product is: [Br:12][C:11]1[C:2]([Cl:1])=[C:3]2[C:8](=[N:9][CH:10]=1)[NH:7][CH2:6][CH2:5][CH2:4]2. (3) Given the reactants Cl.[NH2:2][C@H:3]1[CH2:10][CH2:9][CH2:8][NH:7][C:5](=[O:6])[CH2:4]1.C([O-])([O-])=O.[Na+].[Na+].[C:17](Cl)(=[O:31])[CH2:18][CH2:19][CH2:20][CH2:21][CH2:22][CH2:23][CH2:24][CH2:25][CH2:26][CH2:27][CH2:28][CH2:29][CH3:30], predict the reaction product. The product is: [C:17]([NH:2][C@H:3]1[CH2:10][CH2:9][CH2:8][NH:7][C:5](=[O:6])[CH2:4]1)(=[O:31])[CH2:18][CH2:19][CH2:20][CH2:21][CH2:22][CH2:23][CH2:24][CH2:25][CH2:26][CH2:27][CH2:28][CH2:29][CH3:30]. (4) Given the reactants C([NH:4][C:5]1[CH:9]=[C:8]([Cl:10])[N:7]([C:11]2[CH:16]=[CH:15][C:14]([Br:17])=[CH:13][CH:12]=2)[C:6]=1[C:18]([O:20][CH2:21][CH3:22])=[O:19])(=O)C.Cl, predict the reaction product. The product is: [ClH:10].[NH2:4][C:5]1[CH:9]=[C:8]([Cl:10])[N:7]([C:11]2[CH:12]=[CH:13][C:14]([Br:17])=[CH:15][CH:16]=2)[C:6]=1[C:18]([O:20][CH2:21][CH3:22])=[O:19].